Task: Predict which catalyst facilitates the given reaction.. Dataset: Catalyst prediction with 721,799 reactions and 888 catalyst types from USPTO Reactant: [F:1][C:2]1[CH:10]=[CH:9][C:8]([CH2:11][C:12]2[NH:13][C:14]([C:27]3[CH:32]=[CH:31][CH:30]=[C:29]([CH3:33])[N:28]=3)=[C:15]([C:17]3[CH:18]=[C:19]4[C:24](=[CH:25][CH:26]=3)[N:23]=[CH:22][CH:21]=[CH:20]4)[N:16]=2)=[CH:7][C:3]=1[C:4](O)=[O:5].[H-].[H-].[H-].[H-].[Li+].[Al+3]. Product: [F:1][C:2]1[CH:10]=[CH:9][C:8]([CH2:11][C:12]2[NH:13][C:14]([C:27]3[CH:32]=[CH:31][CH:30]=[C:29]([CH3:33])[N:28]=3)=[C:15]([C:17]3[CH:18]=[C:19]4[C:24](=[CH:25][CH:26]=3)[N:23]=[CH:22][CH:21]=[CH:20]4)[N:16]=2)=[CH:7][C:3]=1[CH2:4][OH:5]. The catalyst class is: 1.